This data is from Forward reaction prediction with 1.9M reactions from USPTO patents (1976-2016). The task is: Predict the product of the given reaction. (1) Given the reactants C(OC(=O)CC[C:9]1[C:14](C)=[CH:13][C:12]([C:16](=[NH:19])[NH:17][OH:18])=[CH:11][C:10]=1C)(C)(C)C.[CH2:22]([O:25]C1C=CC(C#N)=CC=1)[CH2:23][CH3:24], predict the reaction product. The product is: [OH:18][NH:17][C:16](=[NH:19])[C:12]1[CH:11]=[CH:10][C:9]([O:25][CH2:22][CH2:23][CH3:24])=[CH:14][CH:13]=1. (2) Given the reactants [Br:1][C:2]1[CH:10]=[CH:9][C:5]([C:6]([OH:8])=O)=[CH:4][C:3]=1[O:11][CH3:12].Cl.[CH3:14][O:15][CH:16]1[CH2:19][NH:18][CH2:17]1, predict the reaction product. The product is: [Br:1][C:2]1[CH:10]=[CH:9][C:5]([C:6]([N:18]2[CH2:19][CH:16]([O:15][CH3:14])[CH2:17]2)=[O:8])=[CH:4][C:3]=1[O:11][CH3:12].